From a dataset of Reaction yield outcomes from USPTO patents with 853,638 reactions. Predict the reaction yield, written as a fraction of the theoretical maximum amount of product (1.0 means a 100% yield; for example, 0.34 means a 34% yield). (1) The reactants are [NH2:1][C:2]1[NH:3][C:4](=[O:11])[C:5]([C:9]#[N:10])=[C:6](Cl)[N:7]=1.[SH:12][CH2:13][CH2:14][C:15]1[CH:20]=[CH:19][CH:18]=[CH:17][N:16]=1.C1CCN2C(=NCCC2)CC1. The catalyst is COCCOC. The product is [NH2:1][C:2]1[NH:3][C:4](=[O:11])[C:5]([C:9]#[N:10])=[C:6]([S:12][CH2:13][CH2:14][C:15]2[CH:20]=[CH:19][CH:18]=[CH:17][N:16]=2)[N:7]=1. The yield is 0.390. (2) The reactants are CS(C)=O.C(Cl)(=O)C(Cl)=O.[Cl:11][C:12]1[C:17]([CH2:18][OH:19])=[C:16]([Cl:20])[CH:15]=[C:14]([CH3:21])[N:13]=1.C(N(CC)CC)C. The catalyst is ClCCl. The product is [Cl:11][C:12]1[C:17]([CH:18]=[O:19])=[C:16]([Cl:20])[CH:15]=[C:14]([CH3:21])[N:13]=1. The yield is 0.780. (3) The reactants are [CH3:1][O:2][C:3](=[O:15])[C:4](Br)=[N:5][NH:6][C:7]1[CH:12]=[CH:11][C:10]([Cl:13])=[CH:9][CH:8]=1.[I:16][C:17]1[CH:22]=[CH:21][C:20]([N:23]2[CH2:28][CH2:27][CH:26]=[C:25]([N:29]3[CH2:34][CH2:33][O:32][CH2:31][CH2:30]3)[C:24]2=[O:35])=[CH:19][CH:18]=1.C(N(CC)CC)C.O. The catalyst is C1(C)C=CC=CC=1.CCOC(C)=O. The product is [CH3:1][O:2][C:3]([C:4]1[CH:26]2[C:25]([N:29]3[CH2:30][CH2:31][O:32][CH2:33][CH2:34]3)([C:24](=[O:35])[N:23]([C:20]3[CH:21]=[CH:22][C:17]([I:16])=[CH:18][CH:19]=3)[CH2:28][CH2:27]2)[N:6]([C:7]2[CH:12]=[CH:11][C:10]([Cl:13])=[CH:9][CH:8]=2)[N:5]=1)=[O:15]. The yield is 0.950. (4) The reactants are [F:1][C:2]1[CH:3]=[C:4]([NH:8][C:9]([C:11]2[NH:12][C:13]3[C:18]([CH:19]=2)=[CH:17][C:16]([C:20]2[CH:21]=[N:22][CH:23]=[CH:24][CH:25]=2)=[CH:15][CH:14]=3)=[O:10])[CH:5]=[CH:6][CH:7]=1.Br[CH:27]([CH3:29])[CH3:28]. The catalyst is CN(C)C=O. The product is [F:1][C:2]1[CH:3]=[C:4]([NH:8][C:9]([C:11]2[NH:12][C:13]3[C:18]([CH:19]=2)=[CH:17][C:16]([CH:20]2[CH2:25][CH2:24][CH2:23][N:22]([CH:27]([CH3:29])[CH3:28])[CH2:21]2)=[CH:15][CH:14]=3)=[O:10])[CH:5]=[CH:6][CH:7]=1. The yield is 0.210.